Dataset: Catalyst prediction with 721,799 reactions and 888 catalyst types from USPTO. Task: Predict which catalyst facilitates the given reaction. (1) Reactant: [N-:1]=[N+:2]=[N-:3].[Na+].[C:5]1([N:11]=[C:12](Cl)[C:13]([Cl:24])([Cl:23])[C:14]([NH:16][C:17]2[CH:22]=[CH:21][CH:20]=[CH:19][CH:18]=2)=[O:15])[CH:10]=[CH:9][CH:8]=[CH:7][CH:6]=1.[Cl-].[Na+]. Product: [C:17]1([NH:16][C:14](=[O:15])[C:13]([Cl:24])([Cl:23])[C:12]2[N:11]([C:5]3[CH:6]=[CH:7][CH:8]=[CH:9][CH:10]=3)[N:3]=[N:2][N:1]=2)[CH:18]=[CH:19][CH:20]=[CH:21][CH:22]=1. The catalyst class is: 21. (2) Reactant: CN(C)CCN.[CH3:7][O:8][CH2:9][CH2:10][O:11][N:12]1[C:16](=O)[C:15]2=[CH:18][CH:19]=[CH:20][CH:21]=[C:14]2C1=O.C(O)(=O)C.C([C:35]1[CH:40]=[C:39]([Cl:41])[CH:38]=[CH:37][C:36]=1[NH:42][S:43]([C:46]([F:49])([F:48])[F:47])(=[O:45])=[O:44])(=O)C1C=CC=CC=1. Product: [Cl:41][C:39]1[CH:40]=[CH:35][C:36]([N:42]([C:16](=[N:12][O:11][CH2:10][CH2:9][O:8][CH3:7])[C:15]2[CH:14]=[CH:21][CH:20]=[CH:19][CH:18]=2)[S:43]([C:46]([F:49])([F:47])[F:48])(=[O:45])=[O:44])=[CH:37][CH:38]=1. The catalyst class is: 14. (3) Reactant: [CH2:1]([NH2:8])[C:2]1[CH:7]=[CH:6][CH:5]=[CH:4][CH:3]=1.[ClH:9].[C:10](=[NH:14])(OC)[CH3:11]. Product: [ClH:9].[CH2:1]([NH:8][C:10](=[NH:14])[CH3:11])[C:2]1[CH:7]=[CH:6][CH:5]=[CH:4][CH:3]=1. The catalyst class is: 5.